From a dataset of Peptide-MHC class II binding affinity with 134,281 pairs from IEDB. Regression. Given a peptide amino acid sequence and an MHC pseudo amino acid sequence, predict their binding affinity value. This is MHC class II binding data. (1) The binding affinity (normalized) is 0.531. The peptide sequence is DTISSYFVGKMYF. The MHC is DRB1_1501 with pseudo-sequence DRB1_1501. (2) The peptide sequence is EKKYFFATQFEPLAA. The MHC is HLA-DPA10301-DPB10402 with pseudo-sequence HLA-DPA10301-DPB10402. The binding affinity (normalized) is 1.000. (3) The peptide sequence is CLNLDVYRILLLMVGI. The MHC is DRB1_0405 with pseudo-sequence DRB1_0405. The binding affinity (normalized) is 0. (4) The peptide sequence is LVNLLIFHINGKIIKNS. The MHC is DRB3_0101 with pseudo-sequence DRB3_0101. The binding affinity (normalized) is 0. (5) The peptide sequence is ALTGAMRVTKDTNDN. The MHC is DRB1_0802 with pseudo-sequence DRB1_0802. The binding affinity (normalized) is 0.00629. (6) The peptide sequence is KTKNKTNWKQTWTFK. The MHC is HLA-DQA10201-DQB10402 with pseudo-sequence HLA-DQA10201-DQB10402. The binding affinity (normalized) is 0.331. (7) The peptide sequence is EVFYATSPEKFTF. The MHC is DRB1_1501 with pseudo-sequence DRB1_1501. The binding affinity (normalized) is 0.122. (8) The peptide sequence is LARALVRAVAESHGV. The MHC is DRB1_0802 with pseudo-sequence DRB1_0802. The binding affinity (normalized) is 0.700.